Task: Predict which catalyst facilitates the given reaction.. Dataset: Catalyst prediction with 721,799 reactions and 888 catalyst types from USPTO (1) Reactant: [C:1]([C:4]1[C:9]([C:10](O)=[O:11])=[C:8]([NH:13][C:14]2[CH:19]=[CH:18][CH:17]=[CH:16][C:15]=2[Cl:20])[C:7]([F:21])=[C:6]([F:22])[CH:5]=1)(=O)[CH3:2].O.[NH2:24][NH2:25].Cl. Product: [Cl:20][C:15]1[CH:16]=[CH:17][CH:18]=[CH:19][C:14]=1[NH:13][C:8]1[C:7]([F:21])=[C:6]([F:22])[CH:5]=[C:4]2[C:9]=1[C:10](=[O:11])[NH:25][N:24]=[C:1]2[CH3:2]. The catalyst class is: 49. (2) Reactant: C([O-])([O-])=O.[Cs+].[Cs+].[CH2:7]([C:14]1([CH3:32])[N:19]([CH3:20])[C:18](=[O:21])/[C:17](=[CH:22]/[C:23]2[C:24](I)=[N:25][CH:26]=[CH:27][CH:28]=2)/[N:16]([CH3:30])[C:15]1=[O:31])[C:8]1[CH:13]=[CH:12][CH:11]=[CH:10][CH:9]=1.C(O)(=O)CC(CC(O)=O)(C(O)=O)O.[NH:46]1[CH2:51][CH2:50][O:49][CH2:48][CH2:47]1. Product: [CH2:7]([C:14]1([CH3:32])[N:19]([CH3:20])[C:18](=[O:21])[C:17](=[CH:22][C:23]2[C:24]([N:46]3[CH2:51][CH2:50][O:49][CH2:48][CH2:47]3)=[N:25][CH:26]=[CH:27][CH:28]=2)[N:16]([CH3:30])[C:15]1=[O:31])[C:8]1[CH:13]=[CH:12][CH:11]=[CH:10][CH:9]=1. The catalyst class is: 3.